From a dataset of Catalyst prediction with 721,799 reactions and 888 catalyst types from USPTO. Predict which catalyst facilitates the given reaction. (1) Reactant: [NH:1]1[C:9]2[C:4](=[CH:5][CH:6]=[CH:7][CH:8]=2)[C:3]([CH2:10][C@H:11]([NH2:13])[CH3:12])=[CH:2]1.[Si:14]([O:31][CH2:32][C:33]([F:44])([F:43])[CH2:34]OS(C(F)(F)F)(=O)=O)([C:27]([CH3:30])([CH3:29])[CH3:28])([C:21]1[CH:26]=[CH:25][CH:24]=[CH:23][CH:22]=1)[C:15]1[CH:20]=[CH:19][CH:18]=[CH:17][CH:16]=1.CCN(C(C)C)C(C)C. Product: [NH:1]1[C:9]2[C:4](=[CH:5][CH:6]=[CH:7][CH:8]=2)[C:3]([CH2:10][C@H:11]([NH:13][CH2:34][C:33]([F:44])([F:43])[CH2:32][O:31][Si:14]([C:27]([CH3:29])([CH3:28])[CH3:30])([C:15]2[CH:20]=[CH:19][CH:18]=[CH:17][CH:16]=2)[C:21]2[CH:26]=[CH:25][CH:24]=[CH:23][CH:22]=2)[CH3:12])=[CH:2]1. The catalyst class is: 38. (2) Reactant: [Cl:1][C:2]1[CH:3]=[C:4]([CH2:22]Cl)[C:5]([CH:8]([NH:14][C:15](=[O:21])[O:16][C:17]([CH3:20])([CH3:19])[CH3:18])[CH:9]2[CH2:13][CH2:12][O:11][CH2:10]2)=[N:6][CH:7]=1.[H-].[Na+]. Product: [Cl:1][C:2]1[CH:3]=[C:4]2[CH2:22][N:14]([C:15]([O:16][C:17]([CH3:20])([CH3:19])[CH3:18])=[O:21])[CH:8]([CH:9]3[CH2:13][CH2:12][O:11][CH2:10]3)[C:5]2=[N:6][CH:7]=1. The catalyst class is: 3. (3) Reactant: [F:1][C:2]([F:47])([F:46])[C:3]1[CH:4]=[C:5]([C@H:13]([N:15]([CH3:45])[C:16]([N:18]2[CH2:23][CH2:22][C@@:21]([CH:27]([CH2:32][C:33]([O:35]C)=O)[C:28]([O:30][CH3:31])=[O:29])([N+:24]([O-])=O)[CH2:20][C@@H:19]2[C:37]2[CH:42]=[CH:41][C:40]([F:43])=[CH:39][C:38]=2[CH3:44])=[O:17])[CH3:14])[CH:6]=[C:7]([C:9]([F:12])([F:11])[F:10])[CH:8]=1. Product: [F:46][C:2]([F:47])([F:1])[C:3]1[CH:4]=[C:5]([C@H:13]([N:15]([CH3:45])[C:16]([N:18]2[CH2:23][CH2:22][C@@:21]3([NH:24][C:33](=[O:35])[CH2:32][CH:27]3[C:28]([O:30][CH3:31])=[O:29])[CH2:20][C@@H:19]2[C:37]2[CH:42]=[CH:41][C:40]([F:43])=[CH:39][C:38]=2[CH3:44])=[O:17])[CH3:14])[CH:6]=[C:7]([C:9]([F:10])([F:12])[F:11])[CH:8]=1. The catalyst class is: 94. (4) Reactant: CC1C=CC(S(O[C:12]([C:16]2[O:17][CH:18]=[CH:19][CH:20]=2)=[CH:13][C:14]#[N:15])(=O)=O)=CC=1.Cl.[NH2:22][CH:23](C(OCC)=O)[C:24]([O:26][CH2:27][CH3:28])=[O:25].[O-]CC.[Na+].Cl. Product: [NH2:15][C:14]1[CH:13]=[C:12]([C:16]2[O:17][CH:18]=[CH:19][CH:20]=2)[NH:22][C:23]=1[C:24]([O:26][CH2:27][CH3:28])=[O:25]. The catalyst class is: 199. (5) Reactant: [CH2:1]([O:8][C:9](=[O:31])[C:10]([O:14][C:15]1[CH:20]=[CH:19][CH:18]=[C:17]([CH2:21][CH2:22][NH:23][CH2:24][CH2:25][CH2:26][CH2:27][CH2:28][CH2:29][CH3:30])[CH:16]=1)([CH3:13])[CH2:11][CH3:12])[C:2]1[CH:7]=[CH:6][CH:5]=[CH:4][CH:3]=1.Cl.CN(C)CCCN=C=NCC.[F:44][C:45]1[CH:53]=[C:52]([F:54])[CH:51]=[CH:50][C:46]=1[C:47](O)=[O:48]. Product: [CH2:1]([O:8][C:9](=[O:31])[C:10]([O:14][C:15]1[CH:20]=[CH:19][CH:18]=[C:17]([CH2:21][CH2:22][N:23]([C:47](=[O:48])[C:46]2[CH:50]=[CH:51][C:52]([F:54])=[CH:53][C:45]=2[F:44])[CH2:24][CH2:25][CH2:26][CH2:27][CH2:28][CH2:29][CH3:30])[CH:16]=1)([CH3:13])[CH2:11][CH3:12])[C:2]1[CH:7]=[CH:6][CH:5]=[CH:4][CH:3]=1. The catalyst class is: 158. (6) Reactant: [O:1]1[CH2:6][CH2:5][CH:4]([O:7][C:8]2[CH:15]=[CH:14][C:13](B3OC(C)(C)C(C)(C)O3)=[CH:12][C:9]=2[C:10]#[N:11])[CH2:3][CH2:2]1.Br[C:26]1[CH:31]=[CH:30][N:29]=[C:28]([Cl:32])[CH:27]=1.O.C(=O)([O-])[O-].[K+].[K+]. Product: [Cl:32][C:28]1[CH:27]=[C:26]([C:13]2[CH:14]=[CH:15][C:8]([O:7][CH:4]3[CH2:3][CH2:2][O:1][CH2:6][CH2:5]3)=[C:9]([CH:12]=2)[C:10]#[N:11])[CH:31]=[CH:30][N:29]=1. The catalyst class is: 77.